From a dataset of CYP2C9 inhibition data for predicting drug metabolism from PubChem BioAssay. Regression/Classification. Given a drug SMILES string, predict its absorption, distribution, metabolism, or excretion properties. Task type varies by dataset: regression for continuous measurements (e.g., permeability, clearance, half-life) or binary classification for categorical outcomes (e.g., BBB penetration, CYP inhibition). Dataset: cyp2c9_veith. (1) The drug is O=C1c2cc([N+](=O)[O-])ccc2-c2ccc3c4ccc5c6c(ccc(c7ccc1c2c73)c64)C(=O)c1cc([N+](=O)[O-])ccc1-5. The result is 0 (non-inhibitor). (2) The compound is COc1ccc(CNc2cc(-c3ccccc3CN(C)C)ncn2)c(OC)c1. The result is 0 (non-inhibitor). (3) The result is 1 (inhibitor). The drug is Clc1ccc(N=C(c2ccccc2)N2CCOCC2)cc1Cl. (4) The molecule is Cc1ccccc1C(=O)N/C(=C/c1ccc(-c2cccnc2Cl)o1)C(=O)NCCCN1CCN(C)CC1. The result is 0 (non-inhibitor). (5) The compound is CCNc1ncc2nc(-c3cc(F)cc(F)c3)c(=O)n(-c3ccc(OC)cc3)c2n1. The result is 0 (non-inhibitor).